This data is from Forward reaction prediction with 1.9M reactions from USPTO patents (1976-2016). The task is: Predict the product of the given reaction. (1) Given the reactants [C:1]([N:4]([CH2:28][C@@H:29]1[O:33][C:32](=[O:34])[N:31]([C:35]2[CH:40]=[CH:39][C:38]([CH:41]3[CH2:46][CH2:45][S:44](=[O:48])(=[O:47])[CH2:43][CH2:42]3)=[C:37]([F:49])[CH:36]=2)[CH2:30]1)[C:5]([O:7][CH2:8][O:9][C:10](=[O:27])[C@@H:11]([NH:19]C(OC(C)(C)C)=O)[CH2:12][C:13]1[CH:18]=[CH:17][CH:16]=[CH:15][CH:14]=1)=[O:6])(=[O:3])[CH3:2].C1(OC)C=CC=CC=1.[ClH:58], predict the reaction product. The product is: [ClH:58].[C:1]([N:4]([CH2:28][C@@H:29]1[O:33][C:32](=[O:34])[N:31]([C:35]2[CH:40]=[CH:39][C:38]([CH:41]3[CH2:42][CH2:43][S:44](=[O:47])(=[O:48])[CH2:45][CH2:46]3)=[C:37]([F:49])[CH:36]=2)[CH2:30]1)[C:5]([O:7][CH2:8][O:9][C:10](=[O:27])[C@@H:11]([NH2:19])[CH2:12][C:13]1[CH:18]=[CH:17][CH:16]=[CH:15][CH:14]=1)=[O:6])(=[O:3])[CH3:2]. (2) Given the reactants C(OC([N:8]1[CH2:13][CH2:12][CH:11]([NH:14][CH2:15][C:16]2[CH:21]=[CH:20][C:19]([N:22]([CH3:24])[CH3:23])=[C:18]([N+:25]([O-:27])=[O:26])[CH:17]=2)[CH2:10][CH2:9]1)=O)(C)(C)C.Cl, predict the reaction product. The product is: [CH3:23][N:22]([CH3:24])[C:19]1[CH:20]=[CH:21][C:16]([CH2:15][NH:14][CH:11]2[CH2:10][CH2:9][NH:8][CH2:13][CH2:12]2)=[CH:17][C:18]=1[N+:25]([O-:27])=[O:26].